Dataset: Full USPTO retrosynthesis dataset with 1.9M reactions from patents (1976-2016). Task: Predict the reactants needed to synthesize the given product. Given the product [C:20]1([P:7]([C:1]2[CH:2]=[CH:3][CH:4]=[CH:5][CH:6]=2)([C:9]2[CH:10]=[CH:11][CH:12]=[C:13]3[C:18]=2[NH:17][CH:16]([CH3:19])[CH2:15][CH2:14]3)=[O:8])[CH:21]=[CH:22][CH:23]=[CH:24][CH:25]=1, predict the reactants needed to synthesize it. The reactants are: [C:1]1([P:7]([C:20]2[CH:25]=[CH:24][CH:23]=[CH:22][CH:21]=2)([C:9]2[CH:10]=[CH:11][CH:12]=[C:13]3[C:18]=2[NH:17][CH:16]([CH3:19])[CH:15]=[CH:14]3)=[O:8])[CH:6]=[CH:5][CH:4]=[CH:3][CH:2]=1.